From a dataset of Reaction yield outcomes from USPTO patents with 853,638 reactions. Predict the reaction yield, written as a fraction of the theoretical maximum amount of product (1.0 means a 100% yield; for example, 0.34 means a 34% yield). (1) The reactants are [Br:1][C:2]1[CH:15]=[C:14]2[C:5]([O:6][C:7]3[CH2:8][CH2:9][CH2:10][CH2:11][C:12]=3[C:13]2=[O:16])=[CH:4][CH:3]=1.CCC(C)[BH-](C(C)CC)C(C)CC.[Li+]. The catalyst is C1COCC1. The product is [Br:1][C:2]1[CH:15]=[C:14]2[C:5]([O:6][C@@H:7]3[C@@H:12]([C:13]2=[O:16])[CH2:11][CH2:10][CH2:9][CH2:8]3)=[CH:4][CH:3]=1. The yield is 0.320. (2) The reactants are [CH3:1][C:2]1[C:6]2=[N:7][CH:8]=[C:9]([C:11]([F:14])([F:13])[F:12])[CH:10]=[C:5]2[S:4][C:3]=1[C:15](OCC)=[O:16].[Cl-].[Ca+2].[Cl-].[BH4-].[Na+].[Cl-].[NH4+]. The catalyst is O1CCCC1.[O-2].[O-2].[Mn+4].C(O)C. The product is [CH3:1][C:2]1[C:6]2=[N:7][CH:8]=[C:9]([C:11]([F:14])([F:13])[F:12])[CH:10]=[C:5]2[S:4][C:3]=1[CH:15]=[O:16]. The yield is 0.920. (3) The reactants are [NH2:1][C:2]1[CH:3]=[C:4]([N:16]([CH3:26])[S:17]([C:20]2[CH:25]=[CH:24][CH:23]=[CH:22][CH:21]=2)(=[O:19])=[O:18])[CH:5]=[CH:6][C:7]=1[NH:8][CH2:9][CH:10]1[CH2:15][CH2:14][O:13][CH2:12][CH2:11]1.[C:27](O)(=O)[CH2:28][CH2:29][CH2:30][CH3:31].C(N(C(C)C)CC)(C)C.CN(C(ON1N=NC2C=CC=NC1=2)=[N+](C)C)C.F[P-](F)(F)(F)(F)F. The catalyst is CN(C=O)C. The product is [CH2:28]([C:27]1[N:8]([CH2:9][CH:10]2[CH2:15][CH2:14][O:13][CH2:12][CH2:11]2)[C:7]2[CH:6]=[CH:5][C:4]([N:16]([CH3:26])[S:17]([C:20]3[CH:25]=[CH:24][CH:23]=[CH:22][CH:21]=3)(=[O:19])=[O:18])=[CH:3][C:2]=2[N:1]=1)[CH2:29][CH2:30][CH3:31]. The yield is 0.640. (4) The reactants are [CH:1]([N:14]1[CH2:17][C:16](=[O:18])[CH2:15]1)([C:8]1[CH:13]=[CH:12][CH:11]=[CH:10][CH:9]=1)[C:2]1[CH:7]=[CH:6][CH:5]=[CH:4][CH:3]=1.[F:19][C:20]([Si](C)(C)C)([F:22])[F:21].[F-].[Cs+]. The catalyst is O1CCCC1. The product is [CH:1]([N:14]1[CH2:17][C:16]([C:20]([F:22])([F:21])[F:19])([OH:18])[CH2:15]1)([C:8]1[CH:13]=[CH:12][CH:11]=[CH:10][CH:9]=1)[C:2]1[CH:3]=[CH:4][CH:5]=[CH:6][CH:7]=1. The yield is 0.760. (5) The reactants are [O:1]1[C:5]2[CH:6]=[CH:7][C:8]([CH2:10][C:11]([C:13]3[CH:18]=[CH:17][CH:16]=[C:15]([Br:19])[N:14]=3)=O)=[CH:9][C:4]=2[O:3][CH2:2]1.COC(OC)[N:23]([CH3:25])C.[NH2:28]N. The catalyst is C1COCC1. The product is [O:1]1[C:5]2[CH:6]=[CH:7][C:8]([C:10]3[C:11]([C:13]4[CH:18]=[CH:17][CH:16]=[C:15]([Br:19])[N:14]=4)=[N:28][NH:23][CH:25]=3)=[CH:9][C:4]=2[O:3][CH2:2]1. The yield is 0.960. (6) The product is [C:5]([NH:8][C:9]1[C:17]([N+:1]([O-:4])=[O:2])=[CH:16][C:12]([C:13]([OH:15])=[O:14])=[CH:11][C:10]=1[CH3:18])(=[O:7])[CH3:6]. The catalyst is S(=O)(=O)(O)O. The reactants are [N+:1]([O-:4])(O)=[O:2].[C:5]([NH:8][C:9]1[CH:17]=[CH:16][C:12]([C:13]([OH:15])=[O:14])=[CH:11][C:10]=1[CH3:18])(=[O:7])[CH3:6]. The yield is 0.720. (7) The reactants are C([Li])CCC.[F:6][C:7]([F:22])([F:21])[C:8]1[N:9]=[CH:10][N:11]([CH2:13][O:14][CH2:15][CH2:16][Si:17]([CH3:20])([CH3:19])[CH3:18])[CH:12]=1.CN([CH:26]=[O:27])C. The catalyst is C1COCC1.O. The product is [F:22][C:7]([F:21])([F:6])[C:8]1[N:9]=[C:10]([CH:26]=[O:27])[N:11]([CH2:13][O:14][CH2:15][CH2:16][Si:17]([CH3:18])([CH3:19])[CH3:20])[CH:12]=1. The yield is 0.530. (8) The reactants are [F:1]/[C:2](=[CH:6]\[C:7]1[CH:8]=[N:9][CH:10]=[CH:11][CH:12]=1)/[C:3]([OH:5])=O.[C:13]1([S:19]([C:22]2[CH:28]=[CH:27][C:25]([NH2:26])=[CH:24][CH:23]=2)(=[O:21])=[O:20])[CH:18]=[CH:17][CH:16]=[CH:15][CH:14]=1.CN(C(ON1N=NC2C=CC=NC1=2)=[N+](C)C)C.F[P-](F)(F)(F)(F)F.CCN(C(C)C)C(C)C. The product is [F:1]/[C:2](=[CH:6]\[C:7]1[CH:8]=[N:9][CH:10]=[CH:11][CH:12]=1)/[C:3]([NH:26][C:25]1[CH:24]=[CH:23][C:22]([S:19]([C:13]2[CH:18]=[CH:17][CH:16]=[CH:15][CH:14]=2)(=[O:21])=[O:20])=[CH:28][CH:27]=1)=[O:5]. The yield is 0.230. The catalyst is CN(C=O)C. (9) The reactants are Cl.Cl[C:3]1[N:8]=[C:7]([N:9]2[C:17]3[C:12](=[CH:13][CH:14]=[CH:15][CH:16]=3)[CH2:11][CH2:10]2)[CH:6]=[CH:5][N:4]=1.[NH2:18][C:19]1[CH:24]=[CH:23][CH:22]=[CH:21][CH:20]=1.CCN(C(C)C)C(C)C. The catalyst is Cl. The product is [N:9]1([C:7]2[CH:6]=[CH:5][N:4]=[C:3]([NH:18][C:19]3[CH:24]=[CH:23][CH:22]=[CH:21][CH:20]=3)[N:8]=2)[C:17]2[C:12](=[CH:13][CH:14]=[CH:15][CH:16]=2)[CH2:11][CH2:10]1. The yield is 0.570. (10) The reactants are O[CH2:2][C:3]1[CH:12]=[N:11][C:10]2[N:9]3[CH2:13][CH2:14][CH2:15][CH2:16][C@H:8]3[C:7](=[O:17])[NH:6][C:5]=2[CH:4]=1.Cl.Cl.[CH:20]1([NH:23][C:24](=[O:38])[C:25]2[CH:30]=[CH:29][C:28]([N:31]3[CH2:36][CH2:35][NH:34][CH2:33][CH2:32]3)=[C:27]([CH3:37])[CH:26]=2)[CH2:22][CH2:21]1.[I-].C(C[P+](C)(C)C)#N.C(N(CC)C(C)C)(C)C. The catalyst is C(#N)CC. The product is [CH:20]1([NH:23][C:24](=[O:38])[C:25]2[CH:30]=[CH:29][C:28]([N:31]3[CH2:32][CH2:33][N:34]([CH2:2][C:3]4[CH:12]=[N:11][C:10]5[N:9]6[CH2:13][CH2:14][CH2:15][CH2:16][C@H:8]6[C:7](=[O:17])[NH:6][C:5]=5[CH:4]=4)[CH2:35][CH2:36]3)=[C:27]([CH3:37])[CH:26]=2)[CH2:22][CH2:21]1. The yield is 0.249.